Dataset: Full USPTO retrosynthesis dataset with 1.9M reactions from patents (1976-2016). Task: Predict the reactants needed to synthesize the given product. (1) Given the product [CH3:68][O:67][N:65]([CH3:66])[C:64]([C:60]1[C:56]2[CH2:57][CH2:58][CH2:59][C:52]3[C:53](=[N:54][C:49]([NH:90][C:87]4[CH:86]=[CH:85][C:84]([N:78]5[CH2:83][CH2:82][O:81][CH2:80][CH2:79]5)=[CH:89][CH:88]=4)=[N:50][CH:51]=3)[C:55]=2[N:62]([CH3:63])[N:61]=1)=[O:69], predict the reactants needed to synthesize it. The reactants are: CC1(C)C2C(=C(P(C3C=CC=CC=3)C3C=CC=CC=3)C=CC=2)OC2C(P(C3C=CC=CC=3)C3C=CC=CC=3)=CC=CC1=2.FC(F)(F)S(O[C:49]1[N:54]=[C:53]2[C:55]3[N:62]([CH3:63])[N:61]=[C:60]([C:64](=[O:69])[N:65]([O:67][CH3:68])[CH3:66])[C:56]=3[CH2:57][CH2:58][CH2:59][C:52]2=[CH:51][N:50]=1)(=O)=O.C([O-])([O-])=O.[K+].[K+].[N:78]1([C:84]2[CH:89]=[CH:88][C:87]([NH2:90])=[CH:86][CH:85]=2)[CH2:83][CH2:82][O:81][CH2:80][CH2:79]1. (2) Given the product [CH3:1][O:2][C:3]([C:5]1[S:6][C:7]([C:11]2[CH:16]=[CH:15][CH:14]=[CH:13][CH:12]=2)=[CH:8][C:9]=1[NH:10][C:27](=[O:28])[C:26]1[CH:30]=[CH:31][C:32]([Cl:34])=[CH:33][C:25]=1[Cl:24])=[O:4], predict the reactants needed to synthesize it. The reactants are: [CH3:1][O:2][C:3]([C:5]1[S:6][C:7]([C:11]2[CH:16]=[CH:15][CH:14]=[CH:13][CH:12]=2)=[CH:8][C:9]=1[NH2:10])=[O:4].C(N(CC)CC)C.[Cl:24][C:25]1[CH:33]=[C:32]([Cl:34])[CH:31]=[CH:30][C:26]=1[C:27](Cl)=[O:28]. (3) Given the product [CH2:12]([N:19]1[CH2:24][CH2:23][O:22][CH:21]([C:25]([C:27]2[CH:32]=[CH:31][CH:30]=[C:29]([F:33])[CH:28]=2)([OH:26])[CH2:5][C:4]2[CH:8]=[CH:9][CH:10]=[CH:11][C:3]=2[O:2][CH3:1])[CH2:20]1)[C:13]1[CH:14]=[CH:15][CH:16]=[CH:17][CH:18]=1, predict the reactants needed to synthesize it. The reactants are: [CH3:1][O:2][C:3]1[CH:11]=[CH:10][CH:9]=[CH:8][C:4]=1[CH2:5][Mg]Br.[CH2:12]([N:19]1[CH2:24][CH2:23][O:22][CH:21]([C:25]([C:27]2[CH:32]=[CH:31][CH:30]=[C:29]([F:33])[CH:28]=2)=[O:26])[CH2:20]1)[C:13]1[CH:18]=[CH:17][CH:16]=[CH:15][CH:14]=1.C([O-])(O)=O.[Na+]. (4) Given the product [NH:22]1[C:23]2[CH:28]=[C:27]([C:29]3[S:19][C:3]4=[N:4][N:5]=[C:6]([C:7]5[CH:8]=[C:9]([O:17][CH3:18])[C:10]([O:15][CH3:16])=[C:11]([O:13][CH3:14])[CH:12]=5)[N:2]4[N:1]=3)[CH:26]=[CH:25][C:24]=2[N:20]=[CH:21]1, predict the reactants needed to synthesize it. The reactants are: [NH2:1][N:2]1[C:6]([C:7]2[CH:12]=[C:11]([O:13][CH3:14])[C:10]([O:15][CH3:16])=[C:9]([O:17][CH3:18])[CH:8]=2)=[N:5][N:4]=[C:3]1[SH:19].[N:20]1[C:24]2[CH:25]=[CH:26][C:27]([C:29](O)=O)=[CH:28][C:23]=2[NH:22][CH:21]=1. (5) Given the product [CH3:1][O:2][C:3]1[N:4]=[C:5]2[C:10](=[CH:11][CH:12]=1)[N:9]=[CH:8][CH:7]=[C:6]2[N:13]1[CH2:17][CH2:16][CH:15]([S:25][CH2:26][CH2:27][NH:28][C:29](=[O:35])[O:30][C:31]([CH3:33])([CH3:32])[CH3:34])[CH2:14]1, predict the reactants needed to synthesize it. The reactants are: [CH3:1][O:2][C:3]1[N:4]=[C:5]2[C:10](=[CH:11][CH:12]=1)[N:9]=[CH:8][CH:7]=[C:6]2[N:13]1[CH2:17][CH2:16][CH:15](OS(C)(=O)=O)[CH2:14]1.[H-].[Na+].[SH:25][CH2:26][CH2:27][NH:28][C:29](=[O:35])[O:30][C:31]([CH3:34])([CH3:33])[CH3:32].C(Cl)(Cl)Cl. (6) Given the product [Br:6][C:7]1[CH:12]=[CH:11][C:10]([F:13])=[C:9]([C:17](=[O:16])[CH:18]([F:20])[F:19])[CH:8]=1, predict the reactants needed to synthesize it. The reactants are: [Li]CCCC.[Br:6][C:7]1[CH:12]=[CH:11][C:10]([F:13])=[CH:9][CH:8]=1.C([O:16][C:17](=O)[CH:18]([F:20])[F:19])C.Cl.